This data is from CYP2C19 inhibition data for predicting drug metabolism from PubChem BioAssay. The task is: Regression/Classification. Given a drug SMILES string, predict its absorption, distribution, metabolism, or excretion properties. Task type varies by dataset: regression for continuous measurements (e.g., permeability, clearance, half-life) or binary classification for categorical outcomes (e.g., BBB penetration, CYP inhibition). Dataset: cyp2c19_veith. (1) The compound is CN1CCC2(CC1)C1CN(C)CC=C1C(C#N)=C(N)C2(C#N)C#N.O.[OH-]. The result is 0 (non-inhibitor). (2) The compound is COc1ccccc1CNc1cc(-c2ccc(C(=O)N(C)C)cc2)ncn1. The result is 0 (non-inhibitor).